From a dataset of Full USPTO retrosynthesis dataset with 1.9M reactions from patents (1976-2016). Predict the reactants needed to synthesize the given product. (1) Given the product [C:1]([O:5][C:6](=[O:25])[NH:7][CH2:8][C:9]([C:11]1[CH:16]=[CH:15][C:14]([OH:17])=[CH:13][CH:12]=1)=[O:10])([CH3:4])([CH3:2])[CH3:3], predict the reactants needed to synthesize it. The reactants are: [C:1]([O:5][C:6](=[O:25])[NH:7][CH2:8][C:9]([C:11]1[CH:16]=[CH:15][C:14]([O:17]CC2C=CC=CC=2)=[CH:13][CH:12]=1)=[O:10])([CH3:4])([CH3:3])[CH3:2]. (2) Given the product [CH3:23][O:24][NH:25][C:14](=[O:16])[CH2:13][C:11]1[N:12]=[C:8]([C:5]2[CH:4]=[CH:3][C:2]([F:1])=[CH:7][CH:6]=2)[O:9][C:10]=1[C:17]1[CH:21]=[CH:20][S:19][CH:18]=1, predict the reactants needed to synthesize it. The reactants are: [F:1][C:2]1[CH:7]=[CH:6][C:5]([C:8]2[O:9][C:10]([C:17]3[CH:21]=[CH:20][S:19][CH:18]=3)=[C:11]([CH2:13][C:14]([OH:16])=O)[N:12]=2)=[CH:4][CH:3]=1.Cl.[CH3:23][O:24][NH2:25].Cl.C(N=C=NCCCN(C)C)C.ON1C2C=CC=CC=2N=N1. (3) Given the product [CH:1]1([S:5][C:6]2[CH:15]=[CH:14][CH:13]=[CH:12][C:7]=2[C:8]([OH:10])=[O:9])[CH2:4][CH2:3][CH2:2]1, predict the reactants needed to synthesize it. The reactants are: [CH:1]1([S:5][C:6]2[CH:15]=[CH:14][CH:13]=[CH:12][C:7]=2[C:8]([O:10]C)=[O:9])[CH2:4][CH2:3][CH2:2]1.[Li+].[OH-]. (4) Given the product [N:52]1([C:28]2[CH:51]=[CH:50][C:31]([C:32]([NH:34][CH2:35][CH2:36][C:37]3[CH:42]=[CH:41][C:40]([O:43][C:44]4[CH:49]=[CH:48][CH:47]=[CH:46][CH:45]=4)=[CH:39][CH:38]=3)=[O:33])=[CH:30][N:29]=2)[CH2:57][CH2:56][O:55][CH2:54][CH2:53]1, predict the reactants needed to synthesize it. The reactants are: ClC1C=CC(C(O)=O)=CN=1.O(C1C=CC(CCN)=CC=1)C1C=CC=CC=1.Cl[C:28]1[CH:51]=[CH:50][C:31]([C:32]([NH:34][CH2:35][CH2:36][C:37]2[CH:42]=[CH:41][C:40]([O:43][C:44]3[CH:49]=[CH:48][CH:47]=[CH:46][CH:45]=3)=[CH:39][CH:38]=2)=[O:33])=[CH:30][N:29]=1.[NH:52]1[CH2:57][CH2:56][O:55][CH2:54][CH2:53]1. (5) Given the product [CH3:1][O:2][C:3](=[O:19])[C:4]1[CH:9]=[C:8]([I:21])[CH:7]=[CH:6][C:5]=1[C:11](=[O:18])[C:12]1[CH:17]=[CH:16][CH:15]=[CH:14][CH:13]=1, predict the reactants needed to synthesize it. The reactants are: [CH3:1][O:2][C:3](=[O:19])[C:4]1[CH:9]=[C:8](Br)[CH:7]=[CH:6][C:5]=1[C:11](=[O:18])[C:12]1[CH:17]=[CH:16][CH:15]=[CH:14][CH:13]=1.[Na+].[I-:21].CNCCNC.